This data is from Catalyst prediction with 721,799 reactions and 888 catalyst types from USPTO. The task is: Predict which catalyst facilitates the given reaction. (1) Reactant: [Cl:1][C:2]1[N:7]=[C:6](Cl)[C:5]([N+:9]([O-:11])=[O:10])=[CH:4][N:3]=1.[CH2:12]([CH2:14][NH2:15])[OH:13]. Product: [Cl:1][C:2]1[N:7]=[C:6]([NH:15][CH2:14][CH2:12][OH:13])[C:5]([N+:9]([O-:11])=[O:10])=[CH:4][N:3]=1. The catalyst class is: 5. (2) Reactant: [Cl:1][C:2]1[CH:7]=[C:6]([N:8]=[C:9]=[S:10])[CH:5]=[C:4]([C:11]([F:14])([F:13])[F:12])[C:3]=1[C:15]1[CH:20]=[CH:19][C:18]([S:21]([N:24]2[CH2:28][CH2:27][CH2:26][C@H:25]2[C:29]([O:31][C:32]([CH3:35])([CH3:34])[CH3:33])=[O:30])(=[O:23])=[O:22])=[CH:17][CH:16]=1.[N:36]#[C:37][NH2:38].[Na].[CH3:40]O.CI. Product: [Cl:1][C:2]1[CH:7]=[C:6]([N:8]([NH:36][C:37]#[N:38])[CH2:9][S:10][CH3:40])[CH:5]=[C:4]([C:11]([F:14])([F:12])[F:13])[C:3]=1[C:15]1[CH:20]=[CH:19][C:18]([S:21]([N:24]2[CH2:28][CH2:27][CH2:26][C@H:25]2[C:29]([O:31][C:32]([CH3:35])([CH3:34])[CH3:33])=[O:30])(=[O:23])=[O:22])=[CH:17][CH:16]=1. The catalyst class is: 216. (3) Reactant: [Cl:1][C:2]1[CH:3]=[C:4]([CH:9]=[C:10]([Cl:28])[C:11]=1[C:12]([N:14]1[C:22]2[CH:21]=[CH:20][N:19]=[C:18]([NH:23][C:24](=[O:27])[CH2:25][CH3:26])[C:17]=2[CH:16]=[CH:15]1)=[O:13])[C:5]([O:7]C)=[O:6].[OH-].[Na+]. Product: [Cl:1][C:2]1[CH:3]=[C:4]([CH:9]=[C:10]([Cl:28])[C:11]=1[C:12]([N:14]1[C:22]2[CH:21]=[CH:20][N:19]=[C:18]([NH:23][C:24](=[O:27])[CH2:25][CH3:26])[C:17]=2[CH:16]=[CH:15]1)=[O:13])[C:5]([OH:7])=[O:6]. The catalyst class is: 30. (4) Reactant: [F:1][C:2]1[CH:7]=[C:6]([Br:8])[CH:5]=[CH:4][C:3]=1[OH:9].Cl[CH2:11][CH2:12][CH2:13][N:14]1[CH2:19][CH2:18][CH2:17][CH2:16][CH2:15]1.C(=O)([O-])[O-].[K+].[K+].[I-].[K+]. Product: [Br:8][C:6]1[CH:5]=[CH:4][C:3]([O:9][CH2:11][CH2:12][CH2:13][N:14]2[CH2:19][CH2:18][CH2:17][CH2:16][CH2:15]2)=[C:2]([F:1])[CH:7]=1. The catalyst class is: 131.